This data is from Aqueous solubility values for 9,982 compounds from the AqSolDB database. The task is: Regression/Classification. Given a drug SMILES string, predict its absorption, distribution, metabolism, or excretion properties. Task type varies by dataset: regression for continuous measurements (e.g., permeability, clearance, half-life) or binary classification for categorical outcomes (e.g., BBB penetration, CYP inhibition). For this dataset (solubility_aqsoldb), we predict Y. (1) The drug is NC(=O)N/N=C/c1ccc([N+](=O)[O-])o1. The Y is -2.98 log mol/L. (2) The drug is O=C(O)C1CCCCC1. The Y is -1.45 log mol/L. (3) The drug is O=C(OCCCOCCCOC(=O)c1ccccc1)c1ccccc1. The Y is -4.60 log mol/L. (4) The drug is COc1cc2c(cc1OC)[C@@]13CCN4CC5=CCOC6CC(=O)N2C1[C@H]6[C@H]5C[C@H]43. The Y is -2.09 log mol/L. (5) The compound is O=[N+]([O-])c1cc(S(=O)(=O)Nc2ccccc2)ccc1Nc1ccccc1. The Y is -6.27 log mol/L. (6) The molecule is O=C(OC(=O)c1ccccc1)c1ccccc1. The Y is -4.35 log mol/L. (7) The compound is NC(CCC(=O)O)C(=O)O.[Cl-].[H+]. The Y is 0.316 log mol/L.